From a dataset of Reaction yield outcomes from USPTO patents with 853,638 reactions. Predict the reaction yield, written as a fraction of the theoretical maximum amount of product (1.0 means a 100% yield; for example, 0.34 means a 34% yield). (1) The reactants are [C:1]([O:5][C:6]([N:8]1[CH2:13][CH2:12][CH:11]([O:14][C:15]2[C:20]([CH3:21])=[CH:19][C:18]([N+:22]([O-])=O)=[CH:17][C:16]=2[CH3:25])[CH2:10][CH2:9]1)=[O:7])([CH3:4])([CH3:3])[CH3:2]. The catalyst is C(O)C.O1CCCC1.[Pd]. The product is [C:1]([O:5][C:6]([N:8]1[CH2:13][CH2:12][CH:11]([O:14][C:15]2[C:16]([CH3:25])=[CH:17][C:18]([NH2:22])=[CH:19][C:20]=2[CH3:21])[CH2:10][CH2:9]1)=[O:7])([CH3:4])([CH3:3])[CH3:2]. The yield is 0.950. (2) The reactants are [CH3:1][C:2]1[C:6]2[C:7](=[O:20])[N:8]([CH2:12][CH2:13][N:14]3[CH2:19][CH2:18][CH2:17][CH2:16][CH2:15]3)[CH2:9][CH2:10][CH2:11][C:5]=2[NH:4][C:3]=1[CH:21]=O.[F:23][C:24]1[CH:25]=[C:26]2[C:30](=[CH:31][C:32]=1[NH:33][C:34](=[O:38])[CH2:35][O:36][CH3:37])[NH:29][C:28](=[O:39])[CH2:27]2. No catalyst specified. The product is [F:23][C:24]1[CH:25]=[C:26]2[C:30](=[CH:31][C:32]=1[NH:33][C:34](=[O:38])[CH2:35][O:36][CH3:37])[NH:29][C:28](=[O:39])[C:27]2=[CH:21][C:3]1[NH:4][C:5]2[CH2:11][CH2:10][CH2:9][N:8]([CH2:12][CH2:13][N:14]3[CH2:15][CH2:16][CH2:17][CH2:18][CH2:19]3)[C:7](=[O:20])[C:6]=2[C:2]=1[CH3:1]. The yield is 0.750. (3) The reactants are [Si:1]([O:8][CH2:9][CH2:10][C:11]([CH3:15])([CH3:14])[CH2:12][OH:13])([C:4]([CH3:7])([CH3:6])[CH3:5])([CH3:3])[CH3:2].N1C=NN=N1.C(N(CC)[P:24]([O:30][C:31]([CH3:34])([CH3:33])[CH3:32])[O:25][C:26]([CH3:29])([CH3:28])[CH3:27])C.ClC1C=CC=C(C(OO)=[O:45])C=1. The catalyst is ClCCl.C(Cl)(Cl)Cl. The product is [P:24]([O:13][CH2:12][C:11]([CH3:15])([CH3:14])[CH2:10][CH2:9][O:8][Si:1]([C:4]([CH3:7])([CH3:6])[CH3:5])([CH3:3])[CH3:2])([O:25][C:26]([CH3:27])([CH3:28])[CH3:29])([O:30][C:31]([CH3:32])([CH3:33])[CH3:34])=[O:45]. The yield is 0.380. (4) The reactants are [Br:1][C:2]1[S:3][C:4]([CH3:10])=[CH:5][C:6]=1[C:7]([OH:9])=O.C(Cl)(=O)C(Cl)=O.[NH2:17][C:18]1[CH:19]=[CH:20][C:21]([CH3:25])=[CH:22][C:23]=1[OH:24].N1C=CC=CC=1.Cl. The catalyst is ClCCl.CCCC(C)C.O1CCCC1.CCOC(C)=O.CN(C)C=O. The product is [Br:1][C:2]1[S:3][C:4]([CH3:10])=[CH:5][C:6]=1[C:7]([NH:17][C:18]1[CH:19]=[CH:20][C:21]([CH3:25])=[CH:22][C:23]=1[OH:24])=[O:9]. The yield is 0.935. (5) The reactants are [OH:1][CH2:2][CH2:3][CH2:4][NH:5][C:6](=[O:12])[O:7][C:8]([CH3:11])([CH3:10])[CH3:9].CC(OI1(OC(C)=O)(OC(C)=O)OC(=O)C2C=CC=CC1=2)=O.[O-]S([O-])(=S)=O.[Na+].[Na+].C([O-])(O)=O.[Na+]. The catalyst is C(Cl)Cl.CCOCC. The product is [C:8]([O:7][C:6]([NH:5][CH2:4][CH2:3][CH:2]=[O:1])=[O:12])([CH3:11])([CH3:10])[CH3:9]. The yield is 0.960. (6) The reactants are [CH3:1][NH2:2].[Br:3][C:4]1[CH:5]=[N:6][C:7](Cl)=[N:8][CH:9]=1. No catalyst specified. The product is [NH2:2][CH2:1][C:7]1[N:6]=[CH:5][C:4]([Br:3])=[CH:9][N:8]=1. The yield is 0.930. (7) The reactants are [CH2:1](Br)[C:2]1[CH:7]=[CH:6][CH:5]=[CH:4][CH:3]=1.C(=O)([O-])[O-].[K+].[K+].[F:15][C:16]1[C:21]([F:22])=[CH:20][C:19]([OH:23])=[C:18]([N+:24]([O-])=O)[CH:17]=1.[Cl-].[NH4+]. The catalyst is CN(C=O)C.O.CCOC(C)=O.C(O)C.[Zn]. The product is [CH2:1]([O:23][C:19]1[CH:20]=[C:21]([F:22])[C:16]([F:15])=[CH:17][C:18]=1[NH2:24])[C:2]1[CH:7]=[CH:6][CH:5]=[CH:4][CH:3]=1. The yield is 0.520. (8) The reactants are [Cl:1][C:2]1[CH:3]=[C:4]([CH:9]([N:14]2[CH2:19][CH2:18][CH:17]([CH2:20][OH:21])[CH2:16][CH2:15]2)[C:10]([O:12][CH3:13])=[O:11])[CH:5]=[C:6]([Cl:8])[CH:7]=1.N1C=CN=C1.[C:27]([Si:31](Cl)([CH3:33])[CH3:32])([CH3:30])([CH3:29])[CH3:28]. The catalyst is ClCCl. The product is [Si:31]([O:21][CH2:20][CH:17]1[CH2:16][CH2:15][N:14]([CH:9]([C:4]2[CH:3]=[C:2]([Cl:1])[CH:7]=[C:6]([Cl:8])[CH:5]=2)[C:10]([O:12][CH3:13])=[O:11])[CH2:19][CH2:18]1)([C:27]([CH3:30])([CH3:29])[CH3:28])([CH3:33])[CH3:32]. The yield is 0.860.